Dataset: Peptide-MHC class I binding affinity with 185,985 pairs from IEDB/IMGT. Task: Regression. Given a peptide amino acid sequence and an MHC pseudo amino acid sequence, predict their binding affinity value. This is MHC class I binding data. The peptide sequence is YHDPETAAA. The MHC is HLA-B40:01 with pseudo-sequence HLA-B40:01. The binding affinity (normalized) is 0.213.